From a dataset of Reaction yield outcomes from USPTO patents with 853,638 reactions. Predict the reaction yield, written as a fraction of the theoretical maximum amount of product (1.0 means a 100% yield; for example, 0.34 means a 34% yield). The reactants are [CH2:1]([C:5]1[CH:10]=[CH:9][C:8]([C:11]#[C:12][C:13]2[CH:33]=[CH:32][C:16]([CH2:17][NH:18][CH2:19][C:20]3[CH:31]=[CH:30][C:23]([O:24][CH2:25][C:26]([O:28][CH3:29])=[O:27])=[CH:22][CH:21]=3)=[CH:15][CH:14]=2)=[CH:7][CH:6]=1)[CH2:2][CH2:3][CH3:4].[CH2:34]([S:36](Cl)(=[O:38])=[O:37])[CH3:35]. The catalyst is N1C=CC=CC=1.Cl. The product is [CH2:1]([C:5]1[CH:6]=[CH:7][C:8]([C:11]#[C:12][C:13]2[CH:14]=[CH:15][C:16]([CH2:17][N:18]([CH2:19][C:20]3[CH:21]=[CH:22][C:23]([O:24][CH2:25][C:26]([O:28][CH3:29])=[O:27])=[CH:30][CH:31]=3)[S:36]([CH2:34][CH3:35])(=[O:38])=[O:37])=[CH:32][CH:33]=2)=[CH:9][CH:10]=1)[CH2:2][CH2:3][CH3:4]. The yield is 0.150.